Dataset: Forward reaction prediction with 1.9M reactions from USPTO patents (1976-2016). Task: Predict the product of the given reaction. (1) Given the reactants [ClH:1].[Br:2][C:3]1[CH:15]=[CH:14][CH:13]=[CH:12][C:4]=1[O:5][CH:6]1[CH2:11][CH2:10][NH:9][CH2:8][CH2:7]1.CS(OC1CCN(C(OC(C)(C)C)=O)CC1)(=O)=O.BrC1C=CC([F:41])=CC=1O, predict the reaction product. The product is: [ClH:1].[Br:2][C:3]1[CH:15]=[CH:14][C:13]([F:41])=[CH:12][C:4]=1[O:5][CH:6]1[CH2:11][CH2:10][NH:9][CH2:8][CH2:7]1. (2) Given the reactants [Cl:1][C:2]1[CH:3]=[C:4]([NH:9][C:10](=[O:18])OC2C=CC=CC=2)[CH:5]=[CH:6][C:7]=1[F:8].ClC1N=C(NC(N2CCN3N=CC(C4C=CC(F)=CC=4)=C3C2)=O)C=CC=1F.COCC1CCCN1C1C=NN2CCNCC=12.[CH3:63][O:64][CH2:65][CH:66]1[CH2:70][CH2:69][N:68]([C:71]2[CH:72]=[N:73][N:74]3[CH2:79][CH2:78][NH:77][CH2:76][C:75]=23)[CH2:67]1.FC1C=CC(C2C=NN3CCNCC=23)=CC=1, predict the reaction product. The product is: [Cl:1][C:2]1[CH:3]=[C:4]([NH:9][C:10]([N:77]2[CH2:78][CH2:79][N:74]3[N:73]=[CH:72][C:71]([N:68]4[CH2:69][CH2:70][CH:66]([CH2:65][O:64][CH3:63])[CH2:67]4)=[C:75]3[CH2:76]2)=[O:18])[CH:5]=[CH:6][C:7]=1[F:8]. (3) Given the reactants Cl.[CH3:2][CH:3]1[CH2:8][CH2:7][N:6]([CH:9]([C:13]2[CH:18]=[CH:17][CH:16]=[CH:15][CH:14]=2)[C:10]([OH:12])=[O:11])[CH2:5][CH2:4]1.C1C=CC2N(O)N=NC=2C=1.C1CCC(N=C=NC2CCCCC2)CC1.[N:44]12[CH2:51][CH2:50][CH:47]([CH2:48][CH2:49]1)[C@@H:46](O)[CH2:45]2, predict the reaction product. The product is: [CH3:2][CH:3]1[CH2:8][CH2:7][N:6]([CH:9]([C:13]2[CH:14]=[CH:15][CH:16]=[CH:17][CH:18]=2)[C:10]([O:12][C@@H:46]2[CH:47]3[CH2:50][CH2:51][N:44]([CH2:49][CH2:48]3)[CH2:45]2)=[O:11])[CH2:5][CH2:4]1.